Task: Predict the reactants needed to synthesize the given product.. Dataset: Full USPTO retrosynthesis dataset with 1.9M reactions from patents (1976-2016) (1) The reactants are: C(Cl)(=O)C(Cl)=O.[CH3:7][N:8]1[CH2:13][CH2:12][N:11]([S:14]([NH:17][C:18]2[CH:25]=[CH:24][C:21]([CH2:22][OH:23])=[CH:20][CH:19]=2)(=[O:16])=[O:15])[CH2:10][CH2:9]1.C(N(CC)CC)C. Given the product [CH3:7][N:8]1[CH2:13][CH2:12][N:11]([S:14]([NH:17][C:18]2[CH:25]=[CH:24][C:21]([CH:22]=[O:23])=[CH:20][CH:19]=2)(=[O:15])=[O:16])[CH2:10][CH2:9]1, predict the reactants needed to synthesize it. (2) Given the product [C:13]([O:17][C:18]([N:20]1[CH2:21][CH2:22][C:23](=[O:26])[CH:24]([CH2:28][C:29]([O:31][C:32]([CH3:35])([CH3:34])[CH3:33])=[O:30])[CH2:25]1)=[O:19])([CH3:16])([CH3:14])[CH3:15], predict the reactants needed to synthesize it. The reactants are: C(NC(C)C)(C)C.[Li]CCCC.[C:13]([O:17][C:18]([N:20]1[CH2:25][CH2:24][C:23](=[O:26])[CH2:22][CH2:21]1)=[O:19])([CH3:16])([CH3:15])[CH3:14].Br[CH2:28][C:29]([O:31][C:32]([CH3:35])([CH3:34])[CH3:33])=[O:30]. (3) Given the product [OH:2][C:3]1[CH:8]=[CH:7][C:6]([NH:9][S:10]([C:13]2[S:17][C:16]3[CH:18]=[CH:19][C:20]([Cl:22])=[CH:21][C:15]=3[C:14]=2[CH3:23])(=[O:12])=[O:11])=[CH:5][C:4]=1[N:24]1[CH2:29][CH2:28][N:27]([CH3:30])[CH2:26][CH2:25]1, predict the reactants needed to synthesize it. The reactants are: C[O:2][C:3]1[CH:8]=[CH:7][C:6]([NH:9][S:10]([C:13]2[S:17][C:16]3[CH:18]=[CH:19][C:20]([Cl:22])=[CH:21][C:15]=3[C:14]=2[CH3:23])(=[O:12])=[O:11])=[CH:5][C:4]=1[N:24]1[CH2:29][CH2:28][N:27]([CH3:30])[CH2:26][CH2:25]1. (4) Given the product [N:18]1([CH2:23][C@H:24]([C:26]2[CH:31]=[CH:30][CH:29]=[CH:28][CH:27]=2)[O:1][C:2]2[C:3]([CH2:13][O:14][CH2:15][CH2:16][CH3:17])=[C:4]3[C:9](=[CH:10][CH:11]=2)[C:8](=[O:12])[CH2:7][CH2:6][CH2:5]3)[CH:22]=[CH:21][N:20]=[CH:19]1, predict the reactants needed to synthesize it. The reactants are: [OH:1][C:2]1[C:3]([CH2:13][O:14][CH2:15][CH2:16][CH3:17])=[C:4]2[C:9](=[CH:10][CH:11]=1)[C:8](=[O:12])[CH2:7][CH2:6][CH2:5]2.[N:18]1([CH2:23][C@@H:24]([C:26]2[CH:31]=[CH:30][CH:29]=[CH:28][CH:27]=2)O)[CH:22]=[CH:21][N:20]=[CH:19]1.C1C=CC(P(C2C=CC=CC=2)C2C=CC=CC=2)=CC=1.[N+](C(OCC)=O)(C(OCC)=O)=[N-]. (5) Given the product [C:1]([S:4][CH2:5][C:6]1[CH:7]=[C:8]([CH:11]=[C:12]([F:25])[CH:13]=1)[C:9]#[N:10])(=[O:3])[CH3:2], predict the reactants needed to synthesize it. The reactants are: [C:1]([S:4][CH2:5][C:6]1[CH:7]=[C:8]([CH:11]=[CH:12][C:13]=1Cl)[C:9]#[N:10])(=[O:3])[CH3:2].BrCC1C=C(C=C([F:25])C=1)C#N.BrCC1C=C(C=CC=1Cl)C#N. (6) Given the product [F:1][CH:2]([F:38])[C:3]1[N:7]([C:8]2[N:9]=[C:10]([N:28]3[CH2:29][CH2:30][O:31][CH2:32][CH2:33]3)[N:11]=[C:12]([O:14][CH2:15][CH:16]3[CH2:27][CH2:26][C:19](=[O:48])[CH2:18][CH2:17]3)[CH:13]=2)[C:6]2[CH:34]=[CH:35][CH:36]=[CH:37][C:5]=2[N:4]=1, predict the reactants needed to synthesize it. The reactants are: [F:1][CH:2]([F:38])[C:3]1[N:7]([C:8]2[CH:13]=[C:12]([O:14][CH2:15][CH:16]3[CH2:27][CH2:26][C:19]4(C(=O)CCC4=O)[CH2:18][CH2:17]3)[N:11]=[C:10]([N:28]3[CH2:33][CH2:32][O:31][CH2:30][CH2:29]3)[N:9]=2)[C:6]2[CH:34]=[CH:35][CH:36]=[CH:37][C:5]=2[N:4]=1.O.CC1C=CC(S(O)(=O)=[O:48])=CC=1.C(=O)(O)[O-].[Na+]. (7) Given the product [CH3:15][N:16]([CH3:27])[C:17]1[CH:25]=[CH:24][C:20]([C:21]2[O:1][N:2]=[C:3]([C:5]3[C:14]4[C:9](=[CH:10][CH:11]=[CH:12][CH:13]=4)[CH:8]=[CH:7][N:6]=3)[N:4]=2)=[C:19]([OH:26])[CH:18]=1, predict the reactants needed to synthesize it. The reactants are: [OH:1][NH:2][C:3]([C:5]1[C:14]2[C:9](=[CH:10][CH:11]=[CH:12][CH:13]=2)[CH:8]=[CH:7][N:6]=1)=[NH:4].[CH3:15][N:16]([CH3:27])[C:17]1[CH:18]=[C:19]([OH:26])[C:20](=[CH:24][CH:25]=1)[C:21](O)=O.